Dataset: NCI-60 drug combinations with 297,098 pairs across 59 cell lines. Task: Regression. Given two drug SMILES strings and cell line genomic features, predict the synergy score measuring deviation from expected non-interaction effect. (1) Drug 1: CCCS(=O)(=O)NC1=C(C(=C(C=C1)F)C(=O)C2=CNC3=C2C=C(C=N3)C4=CC=C(C=C4)Cl)F. Drug 2: CC1C(C(CC(O1)OC2CC(OC(C2O)C)OC3=CC4=CC5=C(C(=O)C(C(C5)C(C(=O)C(C(C)O)O)OC)OC6CC(C(C(O6)C)O)OC7CC(C(C(O7)C)O)OC8CC(C(C(O8)C)O)(C)O)C(=C4C(=C3C)O)O)O)O. Cell line: NCI-H460. Synergy scores: CSS=15.7, Synergy_ZIP=25.7, Synergy_Bliss=26.7, Synergy_Loewe=24.5, Synergy_HSA=24.9. (2) Drug 2: CCN(CC)CCNC(=O)C1=C(NC(=C1C)C=C2C3=C(C=CC(=C3)F)NC2=O)C. Cell line: OVCAR-5. Synergy scores: CSS=-9.52, Synergy_ZIP=7.64, Synergy_Bliss=1.94, Synergy_Loewe=-7.34, Synergy_HSA=-8.83. Drug 1: CC1=C(C=C(C=C1)C(=O)NC2=CC(=CC(=C2)C(F)(F)F)N3C=C(N=C3)C)NC4=NC=CC(=N4)C5=CN=CC=C5. (3) Cell line: IGROV1. Synergy scores: CSS=5.43, Synergy_ZIP=-0.243, Synergy_Bliss=4.31, Synergy_Loewe=2.79, Synergy_HSA=2.85. Drug 2: CCN(CC)CCCC(C)NC1=C2C=C(C=CC2=NC3=C1C=CC(=C3)Cl)OC. Drug 1: CCCCCOC(=O)NC1=NC(=O)N(C=C1F)C2C(C(C(O2)C)O)O. (4) Drug 1: C1=CC(=CC=C1CCCC(=O)O)N(CCCl)CCCl. Drug 2: CCC1(CC2CC(C3=C(CCN(C2)C1)C4=CC=CC=C4N3)(C5=C(C=C6C(=C5)C78CCN9C7C(C=CC9)(C(C(C8N6C)(C(=O)OC)O)OC(=O)C)CC)OC)C(=O)OC)O.OS(=O)(=O)O. Cell line: MDA-MB-231. Synergy scores: CSS=38.1, Synergy_ZIP=-10.0, Synergy_Bliss=-5.48, Synergy_Loewe=-3.80, Synergy_HSA=-3.35. (5) Drug 1: CS(=O)(=O)C1=CC(=C(C=C1)C(=O)NC2=CC(=C(C=C2)Cl)C3=CC=CC=N3)Cl. Drug 2: CCC1=CC2CC(C3=C(CN(C2)C1)C4=CC=CC=C4N3)(C5=C(C=C6C(=C5)C78CCN9C7C(C=CC9)(C(C(C8N6C)(C(=O)OC)O)OC(=O)C)CC)OC)C(=O)OC.C(C(C(=O)O)O)(C(=O)O)O. Cell line: U251. Synergy scores: CSS=59.0, Synergy_ZIP=6.16, Synergy_Bliss=5.56, Synergy_Loewe=-17.3, Synergy_HSA=6.87. (6) Drug 1: CCCS(=O)(=O)NC1=C(C(=C(C=C1)F)C(=O)C2=CNC3=C2C=C(C=N3)C4=CC=C(C=C4)Cl)F. Drug 2: CCC1=CC2CC(C3=C(CN(C2)C1)C4=CC=CC=C4N3)(C5=C(C=C6C(=C5)C78CCN9C7C(C=CC9)(C(C(C8N6C)(C(=O)OC)O)OC(=O)C)CC)OC)C(=O)OC.C(C(C(=O)O)O)(C(=O)O)O. Cell line: PC-3. Synergy scores: CSS=54.8, Synergy_ZIP=11.3, Synergy_Bliss=10.8, Synergy_Loewe=-26.5, Synergy_HSA=9.77. (7) Drug 1: CC(CN1CC(=O)NC(=O)C1)N2CC(=O)NC(=O)C2. Drug 2: CN(C)C1=NC(=NC(=N1)N(C)C)N(C)C. Cell line: U251. Synergy scores: CSS=27.0, Synergy_ZIP=-7.40, Synergy_Bliss=-0.850, Synergy_Loewe=-12.7, Synergy_HSA=-2.94. (8) Drug 1: C#CCC(CC1=CN=C2C(=N1)C(=NC(=N2)N)N)C3=CC=C(C=C3)C(=O)NC(CCC(=O)O)C(=O)O. Drug 2: CN(CCCl)CCCl.Cl. Cell line: A549. Synergy scores: CSS=28.8, Synergy_ZIP=0.297, Synergy_Bliss=-0.881, Synergy_Loewe=-1.05, Synergy_HSA=-1.33.